Dataset: Forward reaction prediction with 1.9M reactions from USPTO patents (1976-2016). Task: Predict the product of the given reaction. Given the reactants [F:1][C:2]([F:15])([F:14])[C:3]1[N:8]=[CH:7][C:6]([C:9](OCC)=[O:10])=[CH:5][N:4]=1.CC(C[AlH]CC(C)C)C, predict the reaction product. The product is: [F:15][C:2]([F:1])([F:14])[C:3]1[N:4]=[CH:5][C:6]([CH:9]=[O:10])=[CH:7][N:8]=1.